From a dataset of NCI-60 drug combinations with 297,098 pairs across 59 cell lines. Regression. Given two drug SMILES strings and cell line genomic features, predict the synergy score measuring deviation from expected non-interaction effect. Drug 1: C1=CC(=CC=C1C#N)C(C2=CC=C(C=C2)C#N)N3C=NC=N3. Drug 2: C(CN)CNCCSP(=O)(O)O. Cell line: U251. Synergy scores: CSS=-5.47, Synergy_ZIP=4.87, Synergy_Bliss=4.09, Synergy_Loewe=-0.685, Synergy_HSA=-2.48.